From a dataset of Catalyst prediction with 721,799 reactions and 888 catalyst types from USPTO. Predict which catalyst facilitates the given reaction. (1) Reactant: Cl[C:2]1[N:7]=[CH:6][N:5]=[C:4]([C:8]2[CH:9]=[CH:10][C:11]([O:16][CH:17]3[CH2:22][CH2:21][O:20][CH2:19][CH2:18]3)=[C:12]([CH:15]=2)[C:13]#[N:14])[N:3]=1.[NH2:23][C:24]1[CH:29]=[CH:28][C:27]([N:30]2[CH2:35][CH2:34][N:33]([C:36]([O:38][C:39]([CH3:42])([CH3:41])[CH3:40])=[O:37])[CH2:32][CH2:31]2)=[CH:26][CH:25]=1.C(N(CC)C(C)C)(C)C. Product: [C:13]([C:12]1[CH:15]=[C:8]([C:4]2[N:5]=[CH:6][N:7]=[C:2]([NH:23][C:24]3[CH:29]=[CH:28][C:27]([N:30]4[CH2:35][CH2:34][N:33]([C:36]([O:38][C:39]([CH3:42])([CH3:41])[CH3:40])=[O:37])[CH2:32][CH2:31]4)=[CH:26][CH:25]=3)[N:3]=2)[CH:9]=[CH:10][C:11]=1[O:16][CH:17]1[CH2:22][CH2:21][O:20][CH2:19][CH2:18]1)#[N:14]. The catalyst class is: 10. (2) Reactant: [CH3:1][O:2][C:3]1[CH:9]=[CH:8][C:6]([NH2:7])=[C:5]([CH3:10])[CH:4]=1.C([N:13](CC)CC)C.C(OC(=O)C)(=O)C. Product: [CH3:1][O:2][C:3]1[CH:4]=[C:5]2[C:6](=[CH:8][CH:9]=1)[NH:7][N:13]=[CH:10]2. The catalyst class is: 4. (3) Reactant: C([O:4][CH2:5][C:6]1[CH:7]=[C:8]2[CH:14]=[CH:13][O:12][C:9]2=[CH:10][N:11]=1)(=O)C.[OH-].[Na+]. Product: [O:12]1[C:9]2=[CH:10][N:11]=[C:6]([CH2:5][OH:4])[CH:7]=[C:8]2[CH:14]=[CH:13]1. The catalyst class is: 38. (4) Reactant: [OH:1][C:2]1[C:3]([C:8]([O-:10])=[O:9])=[N:4][CH:5]=[CH:6][CH:7]=1.[CH2:11](N(CC)CC)C.[F:18][C:19]([F:32])([F:31])[S:20](O[S:20]([C:19]([F:32])([F:31])[F:18])(=[O:22])=[O:21])(=[O:22])=[O:21]. Product: [F:18][C:19]([F:32])([F:31])[S:20]([O:1][C:2]1[C:3]([C:8]([O:10][CH3:11])=[O:9])=[N:4][CH:5]=[CH:6][CH:7]=1)(=[O:22])=[O:21]. The catalyst class is: 4. (5) Reactant: [C:1]([C:5]1[N:6]=[C:7]([NH:29][NH2:30])[C:8]2[CH:14]=[C:13]([C:15]3[CH:20]=[CH:19][C:18]([Cl:21])=[CH:17][CH:16]=3)[C:12]([C:22]3[CH:27]=[CH:26][CH:25]=[CH:24][C:23]=3[Cl:28])=[N:11][C:9]=2[N:10]=1)([CH3:4])([CH3:3])[CH3:2].[C:31](N1C=CN=C1)(N1C=CN=C1)=[O:32]. Product: [C:1]([C:5]1[N:6]2[C:31](=[O:32])[NH:30][N:29]=[C:7]2[C:8]2[CH:14]=[C:13]([C:15]3[CH:16]=[CH:17][C:18]([Cl:21])=[CH:19][CH:20]=3)[C:12]([C:22]3[CH:27]=[CH:26][CH:25]=[CH:24][C:23]=3[Cl:28])=[N:11][C:9]=2[N:10]=1)([CH3:4])([CH3:2])[CH3:3]. The catalyst class is: 91.